Task: Predict the reaction yield, written as a fraction of the theoretical maximum amount of product (1.0 means a 100% yield; for example, 0.34 means a 34% yield).. Dataset: Reaction yield outcomes from USPTO patents with 853,638 reactions (1) The reactants are [Cr]([O-])(OCl)(=O)=O.[NH+]1C=CC=CC=1.[OH:13][CH:14]1[CH2:17][CH:16]([S:18]([O:21][CH2:22][CH2:23][CH2:24][CH3:25])(=[O:20])=[O:19])[CH2:15]1.C(OCC)(=O)C. The catalyst is C(Cl)Cl.CCCCCC. The product is [O:13]=[C:14]1[CH2:17][CH:16]([S:18]([O:21][CH2:22][CH2:23][CH2:24][CH3:25])(=[O:20])=[O:19])[CH2:15]1. The yield is 0.580. (2) The reactants are [N+:1]([C:4]1[CH:10]=[CH:9][C:7]([NH2:8])=[CH:6][CH:5]=1)([O-:3])=[O:2].[Br:11]Br. The catalyst is CC(O)=O. The product is [Br:11][C:9]1[CH:10]=[C:4]([N+:1]([O-:3])=[O:2])[CH:5]=[CH:6][C:7]=1[NH2:8]. The yield is 0.720.